From a dataset of Forward reaction prediction with 1.9M reactions from USPTO patents (1976-2016). Predict the product of the given reaction. (1) Given the reactants [CH2:1]([C:3]1[C:4]([O:15]C)=[N:5][C:6]([CH3:14])=[C:7]([C:9]2[O:10][CH:11]=[N:12][N:13]=2)[CH:8]=1)[CH3:2].[I-].[Na+].Cl[Si](C)(C)C, predict the reaction product. The product is: [CH2:1]([C:3]1[C:4](=[O:15])[NH:5][C:6]([CH3:14])=[C:7]([C:9]2[O:10][CH:11]=[N:12][N:13]=2)[CH:8]=1)[CH3:2]. (2) Given the reactants [CH3:1][O:2][C:3]([C:5]1[CH:10]=[N:9][CH:8]=[CH:7][N+:6]=1[O-])=[O:4].O=S(Cl)[Cl:14], predict the reaction product. The product is: [Cl:14][C:7]1[N:6]=[C:5]([C:3]([O:2][CH3:1])=[O:4])[CH:10]=[N:9][CH:8]=1.